The task is: Predict the reactants needed to synthesize the given product.. This data is from Full USPTO retrosynthesis dataset with 1.9M reactions from patents (1976-2016). (1) Given the product [CH3:1][O:2][C:3]1[CH:4]=[C:5]([C:9]2([NH2:26])[CH2:14][CH2:13][N:12]([C:15]3[N:20]=[CH:19][CH:18]=[CH:17][N:16]=3)[CH2:11][CH2:10]2)[CH:6]=[CH:7][CH:8]=1, predict the reactants needed to synthesize it. The reactants are: [CH3:1][O:2][C:3]1[CH:4]=[C:5]([C:9]2(C(O)=O)[CH2:14][CH2:13][N:12]([C:15]3[N:20]=[CH:19][CH:18]=[CH:17][N:16]=3)[CH2:11][CH2:10]2)[CH:6]=[CH:7][CH:8]=1.C([N:26](CC)CC)C.C1(P(N=[N+]=[N-])(C2C=CC=CC=2)=O)C=CC=CC=1.Cl. (2) Given the product [CH:17]([O:30][C:10](=[O:11])[O:9][C@@H:3]1[CH:4]2[CH2:5][CH2:6][N:1]([CH2:8][CH2:7]2)[CH2:2]1)([C:24]1[CH:25]=[CH:26][CH:27]=[CH:28][CH:29]=1)[C:18]1[CH:23]=[CH:22][CH:21]=[CH:20][CH:19]=1, predict the reactants needed to synthesize it. The reactants are: [N:1]12[CH2:8][CH2:7][CH:4]([CH2:5][CH2:6]1)[C@@H:3]([O:9][C:10](N1C=CN=C1)=[O:11])[CH2:2]2.[CH:17]([OH:30])([C:24]1[CH:29]=[CH:28][CH:27]=[CH:26][CH:25]=1)[C:18]1[CH:23]=[CH:22][CH:21]=[CH:20][CH:19]=1. (3) Given the product [CH3:25][C:26]1[CH:36]=[C:35]([CH3:37])[CH:34]=[CH:33][C:27]=1[CH2:28][C:29]1([NH:32][CH2:21][CH:20]([C:12]2[C:13]3[O:18][CH2:17][C:16](=[O:19])[NH:15][C:14]=3[C:9]([OH:8])=[CH:10][CH:11]=2)[OH:24])[CH2:30][CH2:31]1, predict the reactants needed to synthesize it. The reactants are: C([O:8][C:9]1[C:14]2[NH:15][C:16](=[O:19])[CH2:17][O:18][C:13]=2[C:12]([C:20](=[O:24])[CH:21](O)O)=[CH:11][CH:10]=1)C1C=CC=CC=1.[CH3:25][C:26]1[CH:36]=[C:35]([CH3:37])[CH:34]=[CH:33][C:27]=1[CH2:28][C:29]1([NH2:32])[CH2:31][CH2:30]1.FC(F)(F)C([O-])=O. (4) Given the product [F:21][C:9]([F:8])([F:20])[CH2:10][CH2:11][S:12]([CH:15]([CH2:7][CH2:6][CH2:5][CH2:4][C:3]#[CH:2])[C:16]([O:18][CH3:19])=[O:17])(=[O:13])=[O:14], predict the reactants needed to synthesize it. The reactants are: Cl[CH2:2][CH2:3][CH2:4][CH2:5][C:6]#[CH:7].[F:8][C:9]([F:21])([F:20])[CH2:10][CH2:11][S:12]([CH2:15][C:16]([O:18][CH3:19])=[O:17])(=[O:14])=[O:13].[H-].[Na+].Cl.